Task: Predict the reaction yield, written as a fraction of the theoretical maximum amount of product (1.0 means a 100% yield; for example, 0.34 means a 34% yield).. Dataset: Reaction yield outcomes from USPTO patents with 853,638 reactions The reactants are [C:1]([C:4]1[C:16]([O:17]C)=[CH:15][C:14]2[N:13]([CH2:19][CH2:20][CH2:21][N:22]([CH3:24])[CH3:23])[C:12]3[CH:11]=[CH:10][C:9]4[C:25](=[O:28])[CH2:26][CH2:27][C:8]=4[C:7]=3[C:6]=2[CH:5]=1)(=[O:3])[CH3:2].Cl.N1C=CC=CC=1.C([O-])([O-])=O.[K+].[K+]. The catalyst is CN1C(=O)CCC1. The product is [C:1]([C:4]1[C:16]([OH:17])=[CH:15][C:14]2[N:13]([CH2:19][CH2:20][CH2:21][N:22]([CH3:23])[CH3:24])[C:12]3[CH:11]=[CH:10][C:9]4[C:25](=[O:28])[CH2:26][CH2:27][C:8]=4[C:7]=3[C:6]=2[CH:5]=1)(=[O:3])[CH3:2]. The yield is 0.370.